From a dataset of Reaction yield outcomes from USPTO patents with 853,638 reactions. Predict the reaction yield, written as a fraction of the theoretical maximum amount of product (1.0 means a 100% yield; for example, 0.34 means a 34% yield). (1) The reactants are [Cl-].[Ce+3].[Cl-].[Cl-].[BH4-:5].[Na+].[O:7]1[C:11]2[CH:12]=[CH:13][C:14]([PH:16](=O)[C:17]3[CH:25]=[CH:24][C:20]4[O:21][CH2:22][O:23][C:19]=4[CH:18]=3)=[CH:15][C:10]=2[O:9][CH2:8]1.[H-].[Al+3].[Li+].[H-].[H-].[H-].Cl. The catalyst is C1COCC1.C1(C)C=CC=CC=1. The product is [O:7]1[C:11]2[CH:12]=[CH:13][C:14]([PH:16][C:17]3[CH:25]=[CH:24][C:20]4[O:21][CH2:22][O:23][C:19]=4[CH:18]=3)=[CH:15][C:10]=2[O:9][CH2:8]1.[BH3:5]. The yield is 0.691. (2) The reactants are Br[C:2]1[N:7]=[CH:6][C:5]([C:8]([CH3:17])([CH3:16])[C:9]([NH:11][CH2:12][CH:13]([CH3:15])[CH3:14])=[O:10])=[CH:4][CH:3]=1.CC1(C)C(C)(C)OB([C:26]2[CH:27]=[N:28][CH:29]=[C:30]([CH:33]=2)[C:31]#[N:32])O1. No catalyst specified. The product is [C:31]([C:30]1[CH:33]=[C:26]([C:2]2[CH:3]=[CH:4][C:5]([C:8]([CH3:17])([CH3:16])[C:9]([NH:11][CH2:12][CH:13]([CH3:15])[CH3:14])=[O:10])=[CH:6][N:7]=2)[CH:27]=[N:28][CH:29]=1)#[N:32]. The yield is 0.470. (3) The reactants are [Cl:1][C:2]1[CH:24]=[CH:23][C:22]([Cl:25])=[CH:21][C:3]=1[C:4]([NH:6][NH:7][C:8](=[O:20])[C:9]1[C:14]([F:15])=[C:13]([F:16])[C:12]([F:17])=[C:11]([F:18])[C:10]=1[F:19])=O. The catalyst is O=P(Cl)(Cl)Cl. The product is [Cl:1][C:2]1[CH:24]=[CH:23][C:22]([Cl:25])=[CH:21][C:3]=1[C:4]1[O:20][C:8]([C:9]2[C:14]([F:15])=[C:13]([F:16])[C:12]([F:17])=[C:11]([F:18])[C:10]=2[F:19])=[N:7][N:6]=1. The yield is 0.810. (4) The reactants are O[C:2]([C:4](F)(F)F)=O.[Cl:8][C:9]1[C:14]([O:15][CH3:16])=[CH:13][C:12]([O:17][CH3:18])=[C:11]([Cl:19])[C:10]=1[NH:20][C:21](=[O:48])[N:22]([C:24]1[N:29]=[CH:28][N:27]=[C:26]([NH:30][C:31]2[CH:36]=[CH:35][C:34]([CH:37]3[CH2:42][CH2:41][NH:40][CH2:39][CH2:38]3)=[CH:33][C:32]=2[NH:43][C:44](=[O:47])[CH:45]=[CH2:46])[CH:25]=1)[CH3:23].CC([O-])=O.[Na+].C(=O)C.[BH3-]C#N.[Na+]. The catalyst is CCO. The product is [Cl:19][C:11]1[C:12]([O:17][CH3:18])=[CH:13][C:14]([O:15][CH3:16])=[C:9]([Cl:8])[C:10]=1[NH:20][C:21](=[O:48])[N:22]([C:24]1[N:29]=[CH:28][N:27]=[C:26]([NH:30][C:31]2[CH:36]=[CH:35][C:34]([CH:37]3[CH2:42][CH2:41][N:40]([CH2:2][CH3:4])[CH2:39][CH2:38]3)=[CH:33][C:32]=2[NH:43][C:44](=[O:47])[CH:45]=[CH2:46])[CH:25]=1)[CH3:23]. The yield is 0.100. (5) The reactants are [CH3:1][C:2]1[CH:7]=[CH:6][C:5]([N+:8]([O-])=O)=[CH:4][C:3]=1[NH:11][C:12]1[O:13][C:14]([C:17]2[CH:18]=[N:19][CH:20]=[CH:21][CH:22]=2)=[CH:15][N:16]=1.O.O.[Sn](Cl)Cl. The catalyst is C(O)C. The product is [CH3:1][C:2]1[CH:7]=[CH:6][C:5]([NH2:8])=[CH:4][C:3]=1[NH:11][C:12]1[O:13][C:14]([C:17]2[CH:18]=[N:19][CH:20]=[CH:21][CH:22]=2)=[CH:15][N:16]=1. The yield is 0.650. (6) The reactants are Cl.[NH2:2][C@H:3]1[CH2:10][CH2:9][CH2:8][NH:7][C:5](=[O:6])[CH2:4]1.C([O-])([O-])=O.[Na+].[Na+].[C:17](Cl)(=[O:31])[CH2:18][CH2:19][CH2:20][CH2:21][CH2:22][CH2:23][CH2:24][CH2:25][CH2:26][CH2:27][CH2:28][CH2:29][CH3:30]. The catalyst is O.ClCCl. The product is [C:17]([NH:2][C@H:3]1[CH2:10][CH2:9][CH2:8][NH:7][C:5](=[O:6])[CH2:4]1)(=[O:31])[CH2:18][CH2:19][CH2:20][CH2:21][CH2:22][CH2:23][CH2:24][CH2:25][CH2:26][CH2:27][CH2:28][CH2:29][CH3:30]. The yield is 0.610. (7) The reactants are [OH-].[K+].[Br:3][C:4]1[CH:9]=[CH:8][C:7]([CH2:10][C:11]([CH:21]([C:27]([O:29]CC)=[O:28])[C:22]([O:24]CC)=[O:23])([CH3:20])[CH2:12][C:13]2[CH:18]=[CH:17][C:16]([Br:19])=[CH:15][CH:14]=2)=[CH:6][CH:5]=1.CCO.O. The yield is 0.840. The catalyst is O. The product is [Br:3][C:4]1[CH:5]=[CH:6][C:7]([CH2:10][C:11]([CH:21]([C:22]([OH:24])=[O:23])[C:27]([OH:29])=[O:28])([CH3:20])[CH2:12][C:13]2[CH:18]=[CH:17][C:16]([Br:19])=[CH:15][CH:14]=2)=[CH:8][CH:9]=1. (8) The reactants are I[C:2]1[CH:7]=[C:6]([S:8]([F:13])([F:12])([F:11])([F:10])[F:9])[CH:5]=[C:4]([I:14])[C:3]=1[C:15]#[N:16].[Cu](C#N)[C:18]#[N:19].O.N. The product is [I:14][C:4]1[CH:5]=[C:6]([S:8]([F:13])([F:12])([F:11])([F:10])[F:9])[CH:7]=[C:2]([C:18]#[N:19])[C:3]=1[C:15]#[N:16]. The catalyst is CN(C)C=O. The yield is 0.220.